From a dataset of Full USPTO retrosynthesis dataset with 1.9M reactions from patents (1976-2016). Predict the reactants needed to synthesize the given product. (1) Given the product [CH3:8][C:4]1[CH:5]=[CH:6][CH:7]=[C:2]([CH3:1])[C:3]=1[NH:9][C:10]1[C:18]2[C:13](=[N:14][C:15]([NH:19][C:20]3[CH:21]=[CH:22][CH:23]=[CH:24][CH:25]=3)=[N:16][CH:17]=2)[N:12]([CH2:26][CH2:27][CH2:28][OH:29])[N:11]=1, predict the reactants needed to synthesize it. The reactants are: [CH3:1][C:2]1[CH:7]=[CH:6][CH:5]=[C:4]([CH3:8])[C:3]=1[NH:9][C:10]1[C:18]2[C:13](=[N:14][C:15]([NH:19][C:20]3[CH:25]=[CH:24][CH:23]=[CH:22][CH:21]=3)=[N:16][CH:17]=2)[N:12]([CH2:26][CH2:27][CH:28]=[O:29])[N:11]=1.[BH4-].[Na+]. (2) Given the product [CH3:1][C:2]1[C@@H:19]([O:20][C:21]([C@H:23]([OH:39])[C@@H:24]([NH:31][C:32]([O:34][C:35]([CH3:36])([CH3:37])[CH3:38])=[O:33])[C:25]2[CH:30]=[CH:29][CH:28]=[CH:27][CH:26]=2)=[O:22])[CH2:18][C@@:14]2([OH:40])[C:15]([CH3:16])([CH3:17])[C:3]=1[C@@H:4]([OH:58])[C:5]([C@@:7]1([CH3:57])[C@H:12]([C@@H:13]2[O:41][C:42]([C:44]2[CH:45]=[CH:46][CH:47]=[CH:48][CH:49]=2)=[O:43])[C@:11]2([O:52][C:53]([CH3:55])=[O:54])[CH2:50][O:51][C@@H:10]2[CH2:9][C@@H:8]1[OH:56])=[O:6].[OH2:68].[OH2:73].[OH2:80], predict the reactants needed to synthesize it. The reactants are: [CH3:1][C:2]1[C@@H:19]([O:20][C:21]([C@H:23]([OH:39])[C@@H:24]([NH:31][C:32]([O:34][C:35]([CH3:38])([CH3:37])[CH3:36])=[O:33])[C:25]2[CH:26]=[CH:27][CH:28]=[CH:29][CH:30]=2)=[O:22])[CH2:18][C@:14]2([OH:40])[C:15]([CH3:17])([CH3:16])[C:3]=1[C@@H:4]([OH:58])[C:5]([C@@:7]1([CH3:57])[C@H:12]([C@@H:13]2[O:41][C:42]([C:44]2[CH:45]=[CH:46][CH:47]=[CH:48][CH:49]=2)=[O:43])[C@:11]2([O:52][C:53]([CH3:55])=[O:54])[CH2:50][O:51][C@@H:10]2[CH2:9][C@@H:8]1[OH:56])=[O:6].C1CCCCC1.O.C(OCC)(=[O:68])C.S([O-])([O-])(=O)=[O:73].[Al+3].[K+].S([O-])([O-])(=O)=[O:80].